From a dataset of Full USPTO retrosynthesis dataset with 1.9M reactions from patents (1976-2016). Predict the reactants needed to synthesize the given product. (1) Given the product [C:1]([N:4]1[C:13]2[C:8](=[CH:9][C:10]([NH:15][C:31](=[O:32])[C:28]3[CH:29]=[CH:30][C:25]([C:34]4[CH:39]=[CH:38][CH:37]=[CH:36][CH:35]=4)=[CH:26][CH:27]=3)=[C:11]([CH3:14])[CH:12]=2)[C:7]([C:17]2[CH:22]=[CH:21][CH:20]=[CH:19][CH:18]=2)([CH3:16])[CH2:6][C:5]1([CH3:24])[CH3:23])(=[O:3])[CH3:2], predict the reactants needed to synthesize it. The reactants are: [C:1]([N:4]1[C:13]2[C:8](=[CH:9][C:10]([NH2:15])=[C:11]([CH3:14])[CH:12]=2)[C:7]([C:17]2[CH:22]=[CH:21][CH:20]=[CH:19][CH:18]=2)([CH3:16])[CH2:6][C:5]1([CH3:24])[CH3:23])(=[O:3])[CH3:2].[C:25]1([C:34]2[CH:39]=[CH:38][CH:37]=[CH:36][CH:35]=2)[CH:30]=[CH:29][C:28]([C:31](Cl)=[O:32])=[CH:27][CH:26]=1.N1C=CC=CC=1. (2) Given the product [NH2:9][C:8]1[C:7]2[C:6]([C:10]3[CH:15]=[CH:14][C:13]([O:16][C:17]4[CH:22]=[CH:21][CH:20]=[CH:19][CH:18]=4)=[CH:12][CH:11]=3)=[N:5][C:4]([NH:23][C:24]3[CH:28]=[CH:27][N:26]([CH2:29][C:30]([N:34]([CH3:35])[CH3:33])=[O:32])[N:25]=3)=[CH:3][C:2]=2[NH:52][N:44]=1, predict the reactants needed to synthesize it. The reactants are: Cl[C:2]1[C:7]([C:8]#[N:9])=[C:6]([C:10]2[CH:15]=[CH:14][C:13]([O:16][C:17]3[CH:22]=[CH:21][CH:20]=[CH:19][CH:18]=3)=[CH:12][CH:11]=2)[N:5]=[C:4]([NH:23][C:24]2[CH:28]=[CH:27][N:26]([CH2:29][C:30]([OH:32])=O)[N:25]=2)[CH:3]=1.[CH3:33][NH:34][CH3:35].CN(C(O[N:44]1[N:52]=NC2C=CC=NC1=2)=[N+](C)C)C.F[P-](F)(F)(F)(F)F.NN.